From a dataset of Full USPTO retrosynthesis dataset with 1.9M reactions from patents (1976-2016). Predict the reactants needed to synthesize the given product. The reactants are: [F:1][C:2]1[CH:3]=[C:4]([N:9]2[C:13]([CH3:15])([CH3:14])[C:12](=[O:16])[N:11]([C:17]3[CH:24]=[CH:23][C:20]([C:21]#[N:22])=[C:19]([CH3:25])[CH:18]=3)[C:10]2=[S:26])[CH:5]=[CH:6][C:7]=1[OH:8].O[CH2:28][C:29]1([NH:32][C:33](=[O:39])[O:34][C:35]([CH3:38])([CH3:37])[CH3:36])[CH2:31][CH2:30]1.N(C(N1CCCCC1)=O)=NC(N1CCCCC1)=O.C(P(CCCC)CCCC)CCC. Given the product [C:21]([C:20]1[CH:23]=[CH:24][C:17]([N:11]2[C:12](=[O:16])[C:13]([CH3:15])([CH3:14])[N:9]([C:4]3[CH:5]=[CH:6][C:7]([O:8][CH2:28][C:29]4([NH:32][C:33](=[O:39])[O:34][C:35]([CH3:38])([CH3:37])[CH3:36])[CH2:30][CH2:31]4)=[C:2]([F:1])[CH:3]=3)[C:10]2=[S:26])=[CH:18][C:19]=1[CH3:25])#[N:22], predict the reactants needed to synthesize it.